This data is from Full USPTO retrosynthesis dataset with 1.9M reactions from patents (1976-2016). The task is: Predict the reactants needed to synthesize the given product. (1) Given the product [Cl:8][C:6]1[CH:5]=[CH:4][C:3]2[N:9]([C:10]3[CH:11]=[CH:12][C:13]([C:16]#[N:17])=[N:14][CH:15]=3)[C:20]([CH2:19][Cl:18])=[N:1][C:2]=2[CH:7]=1, predict the reactants needed to synthesize it. The reactants are: [NH2:1][C:2]1[CH:7]=[C:6]([Cl:8])[CH:5]=[CH:4][C:3]=1[NH:9][C:10]1[CH:11]=[CH:12][C:13]([C:16]#[N:17])=[N:14][CH:15]=1.[Cl:18][CH2:19][C:20](OC)(OC)OC. (2) Given the product [CH3:27][O:28][CH2:29][CH2:30][CH2:31][O:32][C:33]1[CH:34]=[C:35]([CH2:36][C@@H:37]([CH2:38][I:25])[CH:40]([CH3:42])[CH3:41])[CH:43]=[CH:44][C:45]=1[O:46][CH3:47], predict the reactants needed to synthesize it. The reactants are: C1(P(C2C=CC=CC=2)C2C=CC=CC=2)C=CC=CC=1.N1C=CN=C1.[I:25]I.[CH3:27][O:28][CH2:29][CH2:30][CH2:31][O:32][C:33]1[CH:34]=[C:35]([CH:43]=[CH:44][C:45]=1[O:46][CH3:47])[CH2:36][C@H:37]([CH:40]([CH3:42])[CH3:41])[CH2:38]O. (3) Given the product [F:37][C:33]1[CH:34]=[CH:35][CH:36]=[C:8]([F:7])[C:9]=1[CH2:10][O:11][C:12]1[C:13]2[N:14]([C:19]([C:23]3[CH:24]=[N:25][N:26]([CH2:28][CH2:29][CH2:30][C:31]4[NH:32][N:3]=[N:2][N:1]=4)[CH:27]=3)=[C:20]([CH3:22])[N:21]=2)[CH:15]=[C:16]([CH3:18])[CH:17]=1, predict the reactants needed to synthesize it. The reactants are: [N-:1]=[N+:2]=[N-:3].[Na+].[Cl-].[NH4+].[F:7][C:8]1[CH:36]=[CH:35][CH:34]=[C:33]([F:37])[C:9]=1[CH2:10][O:11][C:12]1[C:13]2[N:14]([C:19]([C:23]3[CH:24]=[N:25][N:26]([CH2:28][CH2:29][CH2:30][C:31]#[N:32])[CH:27]=3)=[C:20]([CH3:22])[N:21]=2)[CH:15]=[C:16]([CH3:18])[CH:17]=1.O.C(O)(C(F)(F)F)=O. (4) Given the product [N:31]1([C:18]([C:16]2[N:17]=[C:13]([CH2:12][N:5]3[C:6]4[CH2:7][CH2:8][CH2:9][CH2:10][C:11]=4[C:3]([C:2]([F:21])([F:1])[F:22])=[N:4]3)[S:14][CH:15]=2)=[O:19])[CH2:30][CH2:29][CH2:28][CH2:33]1, predict the reactants needed to synthesize it. The reactants are: [F:1][C:2]([F:22])([F:21])[C:3]1[C:11]2[CH2:10][CH2:9][CH2:8][CH2:7][C:6]=2[N:5]([CH2:12][C:13]2[S:14][CH:15]=[C:16]([C:18](O)=[O:19])[N:17]=2)[N:4]=1.CCN=C=N[CH2:28][CH2:29][CH2:30][N:31]([CH3:33])C.C1C=CC2N(O)N=NC=2C=1.N1CCCC1. (5) Given the product [C:1]([S@@:5]([NH:7][C@H:8]([C:9]1[CH:10]=[C:11]([CH:16]=[CH:17][CH:18]=1)[C:12]([O:14][CH3:15])=[O:13])[CH2:19][CH3:20])=[O:6])([CH3:4])([CH3:2])[CH3:3], predict the reactants needed to synthesize it. The reactants are: [C:1]([S@@:5](/[N:7]=[CH:8]/[C:9]1[CH:10]=[C:11]([CH:16]=[CH:17][CH:18]=1)[C:12]([O:14][CH3:15])=[O:13])=[O:6])([CH3:4])([CH3:3])[CH3:2].[CH2:19]([Zn]CC)[CH3:20].CCCCCC.C([Mg]Br)C.C(OCC)C.[Cl-].[NH4+].